Dataset: Forward reaction prediction with 1.9M reactions from USPTO patents (1976-2016). Task: Predict the product of the given reaction. Given the reactants [NH2:1][C:2]1[N:7]=[CH:6][N:5]=[C:4]2[N:8]([CH:20]([C:22]3[O:23][C:24]4[C:29]([C:30](=[O:39])[C:31]=3[C:32]3[CH:37]=[CH:36][CH:35]=[C:34]([F:38])[CH:33]=3)=[CH:28][CH:27]=[CH:26][CH:25]=4)[CH3:21])[N:9]=[C:10]([C:11]3[CH:16]=[CH:15][C:14]([F:17])=[C:13]([O:18]C)[CH:12]=3)[C:3]=12, predict the reaction product. The product is: [NH2:1][C:2]1[N:7]=[CH:6][N:5]=[C:4]2[N:8]([CH:20]([C:22]3[O:23][C:24]4[C:29]([C:30](=[O:39])[C:31]=3[C:32]3[CH:37]=[CH:36][CH:35]=[C:34]([F:38])[CH:33]=3)=[CH:28][CH:27]=[CH:26][CH:25]=4)[CH3:21])[N:9]=[C:10]([C:11]3[CH:16]=[CH:15][C:14]([F:17])=[C:13]([OH:18])[CH:12]=3)[C:3]=12.